Task: Predict hERG channel inhibition at various concentrations.. Dataset: hERG Central: cardiac toxicity at 1µM, 10µM, and general inhibition (1) The molecule is O=C(C1CCCN(S(=O)(=O)c2ccccc2)C1)N1CCN(c2ccccc2)CC1. Results: hERG_inhib (hERG inhibition (general)): blocker. (2) The molecule is CC1CCCN(CC(=O)Nc2ccc(S(=O)(=O)N3CCCCCC3)cc2)C1. Results: hERG_inhib (hERG inhibition (general)): blocker. (3) The molecule is O=C(CCC1CCN(C(=O)c2ccco2)CC1)NCc1ccc(F)cc1. Results: hERG_inhib (hERG inhibition (general)): blocker. (4) The molecule is Brc1ccccc1OCCCN1CCCCCC1.O=C(O)C(=O)O. Results: hERG_inhib (hERG inhibition (general)): blocker. (5) The molecule is COc1ccc(-c2cc(C3CCN(Cc4ccc([N+](=O)[O-])cc4)CC3)[nH]n2)cc1. Results: hERG_inhib (hERG inhibition (general)): blocker. (6) The molecule is COC(=O)c1ccc(C(=O)N2CCCC(N3CCN(c4ccc(F)cc4)CC3)C2)nc1. Results: hERG_inhib (hERG inhibition (general)): blocker. (7) The molecule is COc1cc(C(=O)NCCCN2CCCC2=O)cc(Br)c1OCc1ccccc1. Results: hERG_inhib (hERG inhibition (general)): blocker.